This data is from Reaction yield outcomes from USPTO patents with 853,638 reactions. The task is: Predict the reaction yield, written as a fraction of the theoretical maximum amount of product (1.0 means a 100% yield; for example, 0.34 means a 34% yield). (1) The reactants are [Br:1][C:2]1[CH:3]=[C:4]([C@@:8]([NH:20][S:21]([C:23]([CH3:26])([CH3:25])[CH3:24])=[O:22])([C:10]2[CH:14]=[C:13]([CH:15]3OCC[O:16]3)[S:12][CH:11]=2)[CH3:9])[CH:5]=[CH:6][CH:7]=1. The catalyst is CC(C)=O. The product is [Br:1][C:2]1[CH:3]=[C:4]([C@@:8]([NH:20][S:21]([C:23]([CH3:26])([CH3:25])[CH3:24])=[O:22])([C:10]2[CH:14]=[C:13]([CH:15]=[O:16])[S:12][CH:11]=2)[CH3:9])[CH:5]=[CH:6][CH:7]=1. The yield is 0.960. (2) The catalyst is C(OCC)C. The reactants are C[O:2][C:3](=O)[C:4]1[CH:9]=[CH:8][C:7]([NH:10][C:11](=[O:29])[CH:12]([C:19]2[CH:24]=[CH:23][C:22]([S:25]([CH3:28])(=[O:27])=[O:26])=[CH:21][CH:20]=2)[CH2:13][CH:14]2[CH2:18][CH2:17][CH2:16][CH2:15]2)=[N:6][CH:5]=1.[H-].[Al+3].[Li+].[H-].[H-].[H-]. The product is [CH:14]1([CH2:13][CH:12]([C:19]2[CH:24]=[CH:23][C:22]([S:25]([CH3:28])(=[O:27])=[O:26])=[CH:21][CH:20]=2)[C:11]([NH:10][C:7]2[CH:8]=[CH:9][C:4]([CH2:3][OH:2])=[CH:5][N:6]=2)=[O:29])[CH2:15][CH2:16][CH2:17][CH2:18]1. The yield is 0.570. (3) The yield is 0.530. The reactants are Cl[C:2]1[CH:7]=[CH:6][C:5]([O:8][CH3:9])=[CH:4][C:3]=1[N+:10]([O-:12])=[O:11].[CH3:13][C:14]1(C)[C:18](C)(C)OB(C(C)=C)O1.C(=O)([O-])[O-].[Na+].[Na+].O1CCOCC1.O. The catalyst is O.Cl[Pd](Cl)([P](C1C=CC=CC=1)(C1C=CC=CC=1)C1C=CC=CC=1)[P](C1C=CC=CC=1)(C1C=CC=CC=1)C1C=CC=CC=1. The product is [CH3:9][O:8][C:5]1[CH:6]=[CH:7][C:2]([C:14]([CH3:18])=[CH2:13])=[C:3]([N+:10]([O-:12])=[O:11])[CH:4]=1. (4) The reactants are [CH2:1]([O:8][C:9]([NH:11][C:12]1[CH:17]=[CH:16][C:15]([N:18]([CH2:25][CH2:26][CH:27]([CH3:29])[CH3:28])[CH:19]2[CH2:24][CH2:23][NH:22][CH2:21][CH2:20]2)=[CH:14][CH:13]=1)=[O:10])[C:2]1[CH:7]=[CH:6][CH:5]=[CH:4][CH:3]=1.CCN(C(C)C)C(C)C.[N:39]1([C:46]([NH:48][C@@H:49]([CH2:53][CH:54]([CH3:56])[CH3:55])[C:50](O)=[O:51])=[O:47])[CH2:45][CH2:44][CH2:43][CH2:42][CH2:41][CH2:40]1.CN(C(ON1N=NC2C=CC=CC1=2)=[N+](C)C)C.F[P-](F)(F)(F)(F)F. The catalyst is CN(C=O)C.CCOC(C)=O. The product is [CH2:1]([O:8][C:9](=[O:10])[NH:11][C:12]1[CH:17]=[CH:16][C:15]([N:18]([CH:19]2[CH2:24][CH2:23][N:22]([C:50](=[O:51])[C@@H:49]([NH:48][C:46]([N:39]3[CH2:45][CH2:44][CH2:43][CH2:42][CH2:41][CH2:40]3)=[O:47])[CH2:53][CH:54]([CH3:56])[CH3:55])[CH2:21][CH2:20]2)[CH2:25][CH2:26][CH:27]([CH3:29])[CH3:28])=[CH:14][CH:13]=1)[C:2]1[CH:3]=[CH:4][CH:5]=[CH:6][CH:7]=1. The yield is 0.770. (5) The reactants are [OH:1][C:2]1[CH:3]=[C:4]([CH:9]=[C:10]([O:13][CH3:14])[C:11]=1[OH:12])[C:5]([O:7][CH3:8])=[O:6].[C:15]([O-])([O-])=O.[K+].[K+]. The catalyst is CC(C)=O. The product is [CH3:14][O:13][C:10]1[C:11]2[O:12][CH2:15][O:1][C:2]=2[CH:3]=[C:4]([C:5]([O:7][CH3:8])=[O:6])[CH:9]=1. The yield is 0.800.